This data is from Full USPTO retrosynthesis dataset with 1.9M reactions from patents (1976-2016). The task is: Predict the reactants needed to synthesize the given product. (1) Given the product [CH2:43]([NH:40][C:12]1[C:13]2[C:18]([O:19][CH3:20])=[N:17][CH:16]=[N:15][C:14]=2[N:9]([O:8][CH2:1][C:2]2[CH:7]=[CH:6][CH:5]=[CH:4][CH:3]=2)[C:10](=[O:22])[CH:11]=1)[C:44]1[CH:6]=[CH:7][CH:2]=[CH:3][CH:4]=1, predict the reactants needed to synthesize it. The reactants are: [CH2:1]([O:8][N:9]1[C:14]2[N:15]=[CH:16][N:17]=[C:18]([O:19][CH3:20])[C:13]=2[C:12](O)=[CH:11][C:10]1=[O:22])[C:2]1[CH:7]=[CH:6][CH:5]=[CH:4][CH:3]=1.FC(F)(F)S(OS(C(F)(F)F)(=O)=O)(=O)=O.C([N:40]([CH2:43][CH3:44])CC)C. (2) Given the product [NH2:18][C:10]1[O:11][C@H:12]([C:14]([F:16])([F:17])[F:15])[CH2:13][C@:8]([C:6]2[CH:7]=[C:2]([NH:1][C:29](=[O:30])[C:26]3[C:25]([CH3:32])=[CH:24][C:23]([C:21]#[N:22])=[CH:28][N:27]=3)[CH:3]=[CH:4][C:5]=2[F:20])([CH3:19])[N:9]=1, predict the reactants needed to synthesize it. The reactants are: [NH2:1][C:2]1[CH:3]=[CH:4][C:5]([F:20])=[C:6]([C@:8]2([CH3:19])[CH2:13][C@@H:12]([C:14]([F:17])([F:16])[F:15])[O:11][C:10]([NH2:18])=[N:9]2)[CH:7]=1.[C:21]([C:23]1[CH:24]=[C:25]([CH3:32])[C:26]([C:29](O)=[O:30])=[N:27][CH:28]=1)#[N:22]. (3) Given the product [CH3:34][O:33][CH2:29][CH2:30][CH2:4][O:5][C:6]1[CH:11]=[CH:10][C:9]([C:12]2([C:18]3[CH:19]=[CH:20][C:21]([C:24]4[CH:25]=[N:26][NH:27][CH:28]=4)=[CH:22][CH:23]=3)[CH2:13][CH2:14][NH:15][CH2:16][CH2:17]2)=[CH:8][CH:7]=1, predict the reactants needed to synthesize it. The reactants are: COC[CH2:4][O:5][C:6]1[CH:11]=[CH:10][C:9]([C:12]2([C:18]3[CH:23]=[CH:22][C:21]([C:24]4[CH:25]=[N:26][NH:27][CH:28]=4)=[CH:20][CH:19]=3)[CH2:17][CH2:16][NH:15][CH2:14][CH2:13]2)=[CH:8][CH:7]=1.[C:29]([O:33][C:34](N1CCC(C2C=CC(Br)=CC=2)(C2C=C[C:34]([O:33][CH2:29][CH2:30]COC)=CC=2)CC1)=O)(C)(C)[CH3:30]. (4) Given the product [O:23]=[C:22]1[NH:17][C:13](=[O:16])[C:2]2([CH2:5][N:4]([C:6]([O:8][C:9]([CH3:12])([CH3:11])[CH3:10])=[O:7])[CH2:3]2)[NH:24]1, predict the reactants needed to synthesize it. The reactants are: O=[C:2]1[CH2:5][N:4]([C:6]([O:8][C:9]([CH3:12])([CH3:11])[CH3:10])=[O:7])[CH2:3]1.[C:13](=[O:16])([O-])[O-].[NH4+:17].[NH4+].[C-]#N.[K+].[CH:22]([NH2:24])=[O:23].[Cl-].[Na+].[Cl-].[NH4+]. (5) Given the product [F:22][C:16]1[CH:15]=[C:14]([CH:19]=[C:18]([F:20])[C:17]=1[OH:21])[CH2:13][N:8]1[N:7]=[CH:6][C:5]2[C:10](=[CH:11][C:2]([C:25]#[C:24][CH2:23][CH:26]3[CH:30]=[N:29][N:28]=[N:27]3)=[CH:3][CH:4]=2)[C:9]1=[O:12], predict the reactants needed to synthesize it. The reactants are: Br[C:2]1[CH:11]=[C:10]2[C:5]([CH:6]=[N:7][N:8]([CH2:13][C:14]3[CH:19]=[C:18]([F:20])[C:17]([OH:21])=[C:16]([F:22])[CH:15]=3)[C:9]2=[O:12])=[CH:4][CH:3]=1.[CH2:23]([CH:26]1[CH:30]=[N:29][N:28]=[N:27]1)[C:24]#[CH:25].C(N(CC)CC)C.